Predict the reaction yield, written as a fraction of the theoretical maximum amount of product (1.0 means a 100% yield; for example, 0.34 means a 34% yield). From a dataset of Reaction yield outcomes from USPTO patents with 853,638 reactions. The reactants are [CH2:1]([C:3](=[CH2:6])[CH:4]=[O:5])[CH3:2].[SH:7][C:8]1[CH:21]=[CH:20][CH:19]=[CH:18][C:9]=1[C:10]([C:12]1[CH:17]=[CH:16][CH:15]=[CH:14][CH:13]=1)=[O:11].C(N(CC)CC)C. The catalyst is C1COCC1.CCOCC. The product is [C:10]([C:9]1[CH:18]=[CH:19][CH:20]=[CH:21][C:8]=1[S:7][CH2:6][CH:3]([CH2:1][CH3:2])[CH:4]=[O:5])(=[O:11])[C:12]1[CH:17]=[CH:16][CH:15]=[CH:14][CH:13]=1. The yield is 0.640.